Binary Classification. Given a drug SMILES string, predict its activity (active/inactive) in a high-throughput screening assay against a specified biological target. From a dataset of HIV replication inhibition screening data with 41,000+ compounds from the AIDS Antiviral Screen. (1) The compound is COc1cc(NS(=O)(=O)c2ccc(C)cc2)c2nccnc2c1. The result is 0 (inactive). (2) The compound is OC1CC(c2ccccc2)Oc2ccccc21. The result is 0 (inactive). (3) The drug is COc1ccc(C=NNc2nc3ccccc3c(=O)n2-c2ccccc2)cc1. The result is 0 (inactive).